Dataset: Full USPTO retrosynthesis dataset with 1.9M reactions from patents (1976-2016). Task: Predict the reactants needed to synthesize the given product. (1) Given the product [Cl:1][C:2]1[CH:3]=[C:4]([N:10]2[C:14]([CH2:15][CH3:16])=[C:13]([CH2:17][C:18]3[CH:26]=[CH:25][C:21]([C:22]([NH:32][CH:29]4[CH2:31][CH2:30]4)=[O:24])=[CH:20][CH:19]=3)[C:12]([CH2:27][CH3:28])=[N:11]2)[CH:5]=[CH:6][C:7]=1[C:8]#[N:9], predict the reactants needed to synthesize it. The reactants are: [Cl:1][C:2]1[CH:3]=[C:4]([N:10]2[C:14]([CH2:15][CH3:16])=[C:13]([CH2:17][C:18]3[CH:26]=[CH:25][C:21]([C:22]([OH:24])=O)=[CH:20][CH:19]=3)[C:12]([CH2:27][CH3:28])=[N:11]2)[CH:5]=[CH:6][C:7]=1[C:8]#[N:9].[CH:29]1([NH2:32])[CH2:31][CH2:30]1.Cl.CN(C)CCCN=C=NCC.ON1C2C=CC=CC=2N=N1.Cl. (2) Given the product [CH:1]1([N:5]2[CH2:10][CH2:9][N:8]([CH2:11][C:12]3[N:17]=[CH:16][C:15]([C:18]4[CH:25]=[CH:24][C:21]([CH:22]=[O:38])=[CH:20][CH:19]=4)=[CH:14][CH:13]=3)[CH2:7][CH2:6]2)[CH2:4][CH2:3][CH2:2]1, predict the reactants needed to synthesize it. The reactants are: [CH:1]1([N:5]2[CH2:10][CH2:9][N:8]([CH2:11][C:12]3[N:17]=[CH:16][C:15]([C:18]4[CH:25]=[CH:24][C:21]([C:22]#N)=[CH:20][CH:19]=4)=[CH:14][CH:13]=3)[CH2:7][CH2:6]2)[CH2:4][CH2:3][CH2:2]1.CC(C[AlH]CC(C)C)C.C1C[O:38]CC1.